This data is from Full USPTO retrosynthesis dataset with 1.9M reactions from patents (1976-2016). The task is: Predict the reactants needed to synthesize the given product. (1) Given the product [O:1]1[C:5]2[CH:6]=[CH:7][CH:8]=[CH:9][C:4]=2[CH:3]=[C:2]1[C:10]([NH:12][C:13]1([C:19]([NH:21][CH:22]2[CH2:27][CH2:26][N:25]([C:28]3[CH:33]=[CH:32][CH:31]=[CH:30][C:29]=3[C:34](=[O:38])[N:35]([CH3:36])[CH3:37])[CH2:24][C:23]2=[O:39])=[O:20])[CH2:18][CH2:17][CH2:16][CH2:15][CH2:14]1)=[O:11], predict the reactants needed to synthesize it. The reactants are: [O:1]1[C:5]2[CH:6]=[CH:7][CH:8]=[CH:9][C:4]=2[CH:3]=[C:2]1[C:10]([NH:12][C:13]1([C:19]([NH:21][CH:22]2[CH2:27][CH2:26][N:25]([C:28]3[CH:33]=[CH:32][CH:31]=[CH:30][C:29]=3[C:34](=[O:38])[N:35]([CH3:37])[CH3:36])[CH2:24][CH:23]2[OH:39])=[O:20])[CH2:18][CH2:17][CH2:16][CH2:15][CH2:14]1)=[O:11].C(N(CC)CC)C. (2) Given the product [C:22]1([C:34]([N:1]2[CH2:2][CH2:3][C:4]3([O:11][C:10]4[C:12]5[C:17]([C:18](=[O:21])[C:19](=[O:20])[C:9]=4[S:8][CH2:7]3)=[CH:16][CH:15]=[CH:14][CH:13]=5)[CH2:5][CH2:6]2)=[O:35])[C:32]2=[C:33]3[C:28](=[CH:29][CH:30]=[CH:31]2)[CH2:27][CH2:26][CH2:25][N:24]3[CH:23]=1, predict the reactants needed to synthesize it. The reactants are: [NH:1]1[CH2:6][CH2:5][C:4]2([O:11][C:10]3[C:12]4[C:17]([C:18](=[O:21])[C:19](=[O:20])[C:9]=3[S:8][CH2:7]2)=[CH:16][CH:15]=[CH:14][CH:13]=4)[CH2:3][CH2:2]1.[C:22]1([C:34](O)=[O:35])[C:32]2=[C:33]3[C:28](=[CH:29][CH:30]=[CH:31]2)[CH2:27][CH2:26][CH2:25][N:24]3[CH:23]=1. (3) Given the product [C:12]([C:10]1[N:9]([CH2:16][CH:17]2[CH2:22][O:21][CH2:20][CH2:19][O:18]2)[C:8]2[CH:23]=[CH:24][C:5]([N:4]([CH3:3])[S:48]([C:45]3[CH:44]=[CH:43][C:42]([NH:41][C:38](=[O:40])[CH3:39])=[CH:47][CH:46]=3)(=[O:50])=[O:49])=[CH:6][C:7]=2[N:11]=1)([CH3:13])([CH3:14])[CH3:15], predict the reactants needed to synthesize it. The reactants are: CO[C:3](=O)[NH:4][C:5]1[CH:24]=[CH:23][C:8]2[N:9]([CH2:16][CH:17]3[CH2:22][O:21][CH2:20][CH2:19][O:18]3)[C:10]([C:12]([CH3:15])([CH3:14])[CH3:13])=[N:11][C:7]=2[CH:6]=1.Cl.CCOCC.[H-].[H-].[H-].[H-].[Li+].[Al+3].[C:38]([NH:41][C:42]1[CH:47]=[CH:46][C:45]([S:48](Cl)(=[O:50])=[O:49])=[CH:44][CH:43]=1)(=[O:40])[CH3:39]. (4) Given the product [ClH:1].[ClH:1].[CH:17]([N:20]1[CH2:25][CH2:24][N:23]([C:2]2[N:3]=[CH:4][C:5]([C:8]3[CH:13]=[CH:12][C:11]([C:14](=[O:16])[CH3:15])=[CH:10][CH:9]=3)=[CH:6][CH:7]=2)[CH2:22][CH2:21]1)([CH3:19])[CH3:18], predict the reactants needed to synthesize it. The reactants are: [Cl:1][C:2]1[CH:7]=[CH:6][C:5]([C:8]2[CH:13]=[CH:12][C:11]([C:14](=[O:16])[CH3:15])=[CH:10][CH:9]=2)=[CH:4][N:3]=1.[CH:17]([N:20]1[CH2:25][CH2:24][NH:23][CH2:22][CH2:21]1)([CH3:19])[CH3:18]. (5) Given the product [F:22][C:18]1[CH:17]=[C:16]2[C:21]([C:13]([C:11]3[CH:12]=[C:7]4[O:6][C:5](=[O:30])[N:4]([CH2:3][C:2]([NH2:1])=[O:31])[C:8]4=[N:9][CH:10]=3)=[CH:14][NH:15]2)=[CH:20][CH:19]=1, predict the reactants needed to synthesize it. The reactants are: [NH2:1][C:2](=[O:31])[CH2:3][N:4]1[C:8]2=[N:9][CH:10]=[C:11]([C:13]3[C:21]4[C:16](=[CH:17][C:18]([F:22])=[CH:19][CH:20]=4)[N:15](C(OC(C)(C)C)=O)[CH:14]=3)[CH:12]=[C:7]2[O:6][C:5]1=[O:30].C(O)(C(F)(F)F)=O.CCN(CC)CC. (6) The reactants are: [C:1]([N:4]1[C:12]2[C:7](=[CH:8][CH:9]=[C:10]([F:13])[CH:11]=2)[CH2:6][C:5]1=[O:14])(=[O:3])[CH3:2].[CH2:15]([O:17][C:18]([CH2:20][CH2:21][C:22]1[CH:30]=[CH:29][C:25]([C:26](O)=[O:27])=[CH:24][CH:23]=1)=[O:19])[CH3:16]. Given the product [C:1]([N:4]1[C:12]2[C:7](=[CH:8][CH:9]=[C:10]([F:13])[CH:11]=2)[C:6](=[C:26]([OH:27])[C:25]2[CH:24]=[CH:23][C:22]([CH2:21][CH2:20][C:18]([O:17][CH2:15][CH3:16])=[O:19])=[CH:30][CH:29]=2)[C:5]1=[O:14])(=[O:3])[CH3:2], predict the reactants needed to synthesize it. (7) Given the product [CH2:33]([S:34]([NH:3][C:4]1[CH:9]=[CH:8][C:7]([C:10]2[CH:11]=[CH:12][C:13]([NH:16][C:17]([C@@H:19]3[CH:24]4[CH2:23][CH2:22][N:21]([CH2:26][CH2:25]4)[CH2:20]3)=[O:18])=[CH:14][CH:15]=2)=[CH:6][CH:5]=1)(=[O:36])=[O:35])[C:27]1[CH:32]=[CH:31][CH:30]=[CH:29][CH:28]=1, predict the reactants needed to synthesize it. The reactants are: Cl.Cl.[NH2:3][C:4]1[CH:9]=[CH:8][C:7]([C:10]2[CH:15]=[CH:14][C:13]([NH:16][C:17]([C@@H:19]3[CH:24]4[CH2:25][CH2:26][N:21]([CH2:22][CH2:23]4)[CH2:20]3)=[O:18])=[CH:12][CH:11]=2)=[CH:6][CH:5]=1.[C:27]1([CH2:33][S:34](Cl)(=[O:36])=[O:35])[CH:32]=[CH:31][CH:30]=[CH:29][CH:28]=1.